Dataset: Full USPTO retrosynthesis dataset with 1.9M reactions from patents (1976-2016). Task: Predict the reactants needed to synthesize the given product. (1) Given the product [ClH:19].[ClH:1].[N+:3]([C:6]1[CH:18]=[CH:17][C:9]([CH2:10][N:11]2[CH2:16][CH2:15][N:14]([CH2:20][C:21]([C:23]3[CH:28]=[CH:27][CH:26]=[CH:25][CH:24]=3)=[O:22])[CH2:13][CH2:12]2)=[CH:8][CH:7]=1)([O-:5])=[O:4], predict the reactants needed to synthesize it. The reactants are: [ClH:1].Cl.[N+:3]([C:6]1[CH:18]=[CH:17][C:9]([CH2:10][N:11]2[CH2:16][CH2:15][NH:14][CH2:13][CH2:12]2)=[CH:8][CH:7]=1)([O-:5])=[O:4].[Cl:19][CH2:20][C:21]([C:23]1[CH:28]=[CH:27][CH:26]=[CH:25][CH:24]=1)=[O:22].C([O-])([O-])=O.[K+].[K+]. (2) The reactants are: Cl.[O:2]1[C:6]2[CH:7]=[CH:8][CH:9]=[CH:10][C:5]=2[C:4]([CH2:11][NH2:12])=[CH:3]1.F[C:14]1[CH:22]=[N:21][CH:20]=[CH:19][C:15]=1[C:16]([OH:18])=[O:17]. Given the product [O:2]1[C:6]2[CH:7]=[CH:8][CH:9]=[CH:10][C:5]=2[C:4]([CH2:11][NH:12][C:19]2[CH:20]=[N:21][CH:22]=[CH:14][C:15]=2[C:16]([OH:18])=[O:17])=[CH:3]1, predict the reactants needed to synthesize it. (3) The reactants are: [CH3:1][O:2][C:3]1[CH:8]=[C:7]([O:9][CH3:10])[CH:6]=[CH:5][C:4]=1[C:11](=O)[CH2:12][C:13]([O:15][CH3:16])=[O:14].Cl.[CH3:19][O:20][C:21](=[O:24])[CH2:22][NH2:23].[C:25](O)(=O)C.C(N(CC)CC)C. Given the product [CH3:1][O:2][C:3]1[CH:8]=[C:7]([O:9][CH3:10])[CH:6]=[CH:5][C:4]=1/[C:11](/[NH:23][CH2:22][C:21]([O:20][CH2:19][CH3:25])=[O:24])=[CH:12]/[C:13]([O:15][CH3:16])=[O:14], predict the reactants needed to synthesize it. (4) The reactants are: [Br:1][C:2]1[CH:3]=[N:4][CH:5]=[C:6]([CH:12]=1)[C:7](OCC)=[O:8].[BH4-].[Na+].O. Given the product [Br:1][C:2]1[CH:12]=[C:6]([CH2:7][OH:8])[CH:5]=[N:4][CH:3]=1, predict the reactants needed to synthesize it. (5) Given the product [CH2:1]([O:3][C:4]1[CH:5]=[C:6]([CH:9]=[CH:10][C:11]=1[O:12][CH2:13][CH3:14])[CH:7]=[N:19][NH:18][C:15]([NH2:17])=[NH:16])[CH3:2], predict the reactants needed to synthesize it. The reactants are: [CH2:1]([O:3][C:4]1[CH:5]=[C:6]([CH:9]=[CH:10][C:11]=1[O:12][CH2:13][CH3:14])[CH:7]=O)[CH3:2].[C:15]([NH:18][NH2:19])([NH2:17])=[NH:16].Cl. (6) The reactants are: Cl.[O:2]([NH2:4])[CH3:3].C([C:7](=[CH:11][C:12]1[CH:17]=[CH:16][CH:15]=[CH:14][CH:13]=1)[C:8]([OH:10])=[O:9])=O.N1C=CC=C[CH:19]=1. Given the product [CH3:3][O:2][N:4]=[CH:19][C:15]1[CH:14]=[CH:13][C:12]([CH:11]=[CH:7][C:8]([OH:10])=[O:9])=[CH:17][CH:16]=1, predict the reactants needed to synthesize it. (7) Given the product [CH:23]1([N:22]2[C:21]3[CH:29]=[CH:30][C:31]([C:33]([OH:35])=[O:34])=[CH:32][C:20]=3[N:19]=[C:18]2[C:13]2[CH:14]=[C:15]3[C:10](=[CH:11][CH:12]=2)[N:9]=[C:8]([C:6]2[C:5]4[C:4](=[CH:46][CH:37]=[CH:38][CH:39]=4)[CH:3]=[CH:2][CH:7]=2)[CH:17]=[CH:16]3)[CH2:24][CH2:25][CH2:26][CH2:27][CH2:28]1, predict the reactants needed to synthesize it. The reactants are: Br[C:2]1[CH:3]=[CH:4][C:5](O)=[C:6]([C:8]2[CH:17]=[CH:16][C:15]3[C:10](=[CH:11][CH:12]=[C:13]([C:18]4[N:22]([CH:23]5[CH2:28][CH2:27][CH2:26][CH2:25][CH2:24]5)[C:21]5[CH:29]=[CH:30][C:31]([C:33]([OH:35])=[O:34])=[CH:32][C:20]=5[N:19]=4)[CH:14]=3)[N:9]=2)[CH:7]=1.[C:37]1(C(=O)C)[C:46]2[C:37](=[CH:38][CH:39]=CC=2)[CH:46]=[CH:39][CH:38]=1.[OH-].[K+].